Dataset: Full USPTO retrosynthesis dataset with 1.9M reactions from patents (1976-2016). Task: Predict the reactants needed to synthesize the given product. (1) The reactants are: FC(F)(F)C1C=C(NC(=O)NC2C=CC(C3SC(CCC(O)=O)=NC=3)=CC=2)C=CC=1.[F:31][C:32]([F:66])([F:65])[C:33]1[CH:34]=[C:35]([NH:39][C:40](=[O:64])[NH:41][C:42]2[CH:47]=[CH:46][C:45]([C:48]3[CH:52]=[CH:51][N:50]([CH:53]4[CH2:58][CH2:57][CH:56]([C:59]([O:61]CC)=[O:60])[CH2:55][CH2:54]4)[N:49]=3)=[CH:44][CH:43]=2)[CH:36]=[CH:37][CH:38]=1. Given the product [F:66][C:32]([F:31])([F:65])[C:33]1[CH:34]=[C:35]([NH:39][C:40](=[O:64])[NH:41][C:42]2[CH:47]=[CH:46][C:45]([C:48]3[CH:52]=[CH:51][N:50]([CH:53]4[CH2:54][CH2:55][CH:56]([C:59]([OH:61])=[O:60])[CH2:57][CH2:58]4)[N:49]=3)=[CH:44][CH:43]=2)[CH:36]=[CH:37][CH:38]=1, predict the reactants needed to synthesize it. (2) Given the product [CH2:3]([O:4][CH2:5][C@@H:6]([NH2:11])[CH2:7][CH:8]([CH3:10])[CH3:9])[CH:2]([CH3:12])[CH3:1], predict the reactants needed to synthesize it. The reactants are: [CH3:1][C:2](=[CH2:12])[CH2:3][O:4][CH2:5][C@@H:6]([NH2:11])[CH2:7][CH:8]([CH3:10])[CH3:9].[H][H].Cl. (3) Given the product [CH3:19][C:2]1([CH3:1])[CH2:7][N:6]([C:8]2[CH:9]=[CH:10][CH:11]=[CH:12][CH:13]=2)[CH:5]([CH2:14][C:15]([NH:60][C:59]2[CH:61]=[CH:62][C:56]([CH:53]([CH3:55])[CH3:54])=[CH:57][CH:58]=2)=[O:17])[C:4](=[O:18])[O:3]1, predict the reactants needed to synthesize it. The reactants are: [CH3:1][C:2]1([CH3:19])[CH2:7][N:6]([C:8]2[CH:13]=[CH:12][CH:11]=[CH:10][CH:9]=2)[CH:5]([CH2:14][C:15]([OH:17])=O)[C:4](=[O:18])[O:3]1.C(N(C(C)C)CC)(C)C.CN(C(ON1N=NC2C=CC=NC1=2)=[N+](C)C)C.F[P-](F)(F)(F)(F)F.[CH:53]([C:56]1[CH:62]=[CH:61][C:59]([NH2:60])=[CH:58][CH:57]=1)([CH3:55])[CH3:54]. (4) Given the product [C:26]([CH2:25][C:22]1[N:21]=[CH:20][C:19]([NH:18][C:17]([CH2:16][O:15][C:13]2[C:12]3[C:7](=[CH:8][C:9]([Cl:33])=[CH:10][C:11]=3[Cl:32])[CH:6]=[C:5]([C:3]([OH:4])=[O:2])[CH:14]=2)=[O:31])=[CH:24][CH:23]=1)([OH:28])=[O:27], predict the reactants needed to synthesize it. The reactants are: C[O:2][C:3]([C:5]1[CH:14]=[C:13]([O:15][CH2:16][C:17](=[O:31])[NH:18][C:19]2[CH:20]=[N:21][C:22]([CH2:25][C:26]([O:28]CC)=[O:27])=[CH:23][CH:24]=2)[C:12]2[C:7](=[CH:8][C:9]([Cl:33])=[CH:10][C:11]=2[Cl:32])[CH:6]=1)=[O:4].[Li+].[OH-]. (5) The reactants are: Br[C:2]1[CH:3]=[C:4]([CH:27]=[CH:28][CH:29]=1)[C:5]([NH:7][C:8]1[C:17]2[C:12](=[CH:13][CH:14]=[CH:15][CH:16]=2)[C:11]([O:18][CH2:19][CH2:20][N:21]2[CH2:26][CH2:25][O:24][CH2:23][CH2:22]2)=[CH:10][CH:9]=1)=[O:6].[CH3:30][C:31]([CH3:35])([CH3:34])[CH2:32][NH2:33]. Given the product [CH3:30][C:31]([CH3:35])([CH3:34])[CH2:32][NH:33][C:2]1[CH:3]=[C:4]([CH:27]=[CH:28][CH:29]=1)[C:5]([NH:7][C:8]1[C:17]2[C:12](=[CH:13][CH:14]=[CH:15][CH:16]=2)[C:11]([O:18][CH2:19][CH2:20][N:21]2[CH2:26][CH2:25][O:24][CH2:23][CH2:22]2)=[CH:10][CH:9]=1)=[O:6], predict the reactants needed to synthesize it. (6) Given the product [CH:24]([C:23]1([C:4]2[CH:5]=[CH:6][C:7]3[C:12](=[CH:11][CH:10]=[CH:9][CH:8]=3)[C:3]=2[CH3:2])[CH:22]=[CH:29][CH:28]=[CH:27][CH2:26]1)=[O:25], predict the reactants needed to synthesize it. The reactants are: Cl[CH2:2][C:3]1[C:12]2[C:7](=[CH:8][CH:9]=[CH:10][CH:11]=2)[CH:6]=[CH:5][CH:4]=1.[Mg].B(OC)(OC)OC.Br[C:22]1[CH:29]=[CH:28][CH:27]=[CH:26][C:23]=1[CH:24]=[O:25].C(=O)([O-])[O-].[Na+].[Na+]. (7) Given the product [CH2:12]([NH:14][C:2]1[CH:7]=[C:6]([CH3:8])[NH:5][C:4](=[O:9])[C:3]=1[C:10]#[N:11])[CH3:13], predict the reactants needed to synthesize it. The reactants are: Cl[C:2]1[CH:7]=[C:6]([CH3:8])[NH:5][C:4](=[O:9])[C:3]=1[C:10]#[N:11].[CH2:12]([NH2:14])[CH3:13].Cl.